Predict the reactants needed to synthesize the given product. From a dataset of Full USPTO retrosynthesis dataset with 1.9M reactions from patents (1976-2016). (1) The reactants are: [OH-].[Na+].[NH2:3][CH2:4][C:5]1[CH:6]=[CH:7][C:8]([Cl:14])=[C:9]([CH:13]=1)[C:10]([OH:12])=[O:11].[CH3:15][C:16]([O:19][C:20](O[C:20]([O:19][C:16]([CH3:18])([CH3:17])[CH3:15])=[O:21])=[O:21])([CH3:18])[CH3:17]. Given the product [C:16]([O:19][C:20]([NH:3][CH2:4][C:5]1[CH:6]=[CH:7][C:8]([Cl:14])=[C:9]([CH:13]=1)[C:10]([OH:12])=[O:11])=[O:21])([CH3:18])([CH3:17])[CH3:15], predict the reactants needed to synthesize it. (2) Given the product [C@H:1]1([NH:10][C:11]2[CH:20]=[CH:19][C:18]3[C:17]([C:23]#[N:24])=[CH:16][CH:15]=[CH:14][C:13]=3[N:12]=2)[C:9]2[C:4](=[CH:5][CH:6]=[CH:7][CH:8]=2)[CH2:3][CH2:2]1, predict the reactants needed to synthesize it. The reactants are: [C@H:1]1([NH:10][C:11]2[CH:20]=[CH:19][C:18]3[C:13](=[CH:14][CH:15]=[CH:16][C:17]=3I)[N:12]=2)[C:9]2[C:4](=[CH:5][CH:6]=[CH:7][CH:8]=2)[CH2:3][CH2:2]1.O.[CH3:23][N:24](C)C=O. (3) Given the product [NH2:1][C:2]1[C:3]2[CH:10]=[CH:9][N:8]([C@@H:11]3[O:15][C@H:14]([CH2:16][OH:17])[C@@H:13]([O:18][C:19](=[O:32])[C@@H:20]([NH2:24])[CH:21]([CH3:23])[CH3:22])[C@@:12]3([C:34]#[CH:35])[OH:33])[C:4]=2[N:5]=[CH:6][N:7]=1, predict the reactants needed to synthesize it. The reactants are: [NH2:1][C:2]1[C:3]2[CH:10]=[CH:9][N:8]([C@@H:11]3[O:15][C@H:14]([CH2:16][OH:17])[C@@H:13]([O:18][C:19](=[O:32])[C@@H:20]([NH:24]C(OC(C)(C)C)=O)[CH:21]([CH3:23])[CH3:22])[C@@:12]3([C:34]#[CH:35])[OH:33])[C:4]=2[N:5]=[CH:6][N:7]=1.Cl. (4) Given the product [Si:19]([O:17][CH2:16][C@H:15]([NH:14][C:4]1[C:5]([C:9]([N:11]([CH3:13])[CH3:12])=[O:10])=[C:6]([Cl:8])[N:7]=[C:2]([Cl:1])[N:3]=1)[OH:18])([C:22]([CH3:25])([CH3:24])[CH3:23])([CH3:21])[CH3:20], predict the reactants needed to synthesize it. The reactants are: [Cl:1][C:2]1[N:7]=[C:6]([Cl:8])[C:5]([C:9]([N:11]([CH3:13])[CH3:12])=[O:10])=[C:4]([NH:14][C@H:15]([OH:18])[CH2:16][OH:17])[N:3]=1.[Si:19](Cl)([C:22]([CH3:25])([CH3:24])[CH3:23])([CH3:21])[CH3:20].N1C=CN=C1. (5) Given the product [OH:5][C:4]1[CH:3]=[C:2]([CH:10]=[C:8]([OH:9])[C:6]=1[OH:7])[C:1]([O:12][CH3:18])=[O:11], predict the reactants needed to synthesize it. The reactants are: [C:1]([OH:12])(=[O:11])[C:2]1[CH:10]=[C:8]([OH:9])[C:6]([OH:7])=[C:4]([OH:5])[CH:3]=1.OS(O)(=O)=O.[CH3:18]O. (6) Given the product [C:12]([NH:16][C:6](=[O:7])[C:5]1[CH:9]=[CH:10][CH:11]=[C:3]([CH2:2][Cl:1])[CH:4]=1)([CH3:15])([CH3:14])[CH3:13], predict the reactants needed to synthesize it. The reactants are: [Cl:1][CH2:2][C:3]1[CH:4]=[C:5]([CH:9]=[CH:10][CH:11]=1)[C:6](Cl)=[O:7].[C:12]([NH2:16])([CH3:15])([CH3:14])[CH3:13].C(N(C(C)C)C(C)C)C.